From a dataset of Reaction yield outcomes from USPTO patents with 853,638 reactions. Predict the reaction yield, written as a fraction of the theoretical maximum amount of product (1.0 means a 100% yield; for example, 0.34 means a 34% yield). (1) The reactants are FC(F)(F)C(O)=O.[Cl:8][C:9]1[C:10]([F:37])=[C:11]([CH:15]2[C:19]([C:22]3[CH:27]=[CH:26][C:25]([Cl:28])=[CH:24][CH:23]=3)([C:20]#[N:21])[CH:18]([CH2:29][C:30]([CH3:33])([CH3:32])[CH3:31])[NH:17][CH:16]2[C:34]([OH:36])=O)[CH:12]=[CH:13][CH:14]=1.[NH2:38][CH2:39][CH2:40][N:41]1[CH2:46][C@H:45]([CH3:47])[O:44][C@H:43]([CH3:48])[CH2:42]1.CN(C(ON1N=NC2C=CC=NC1=2)=[N+](C)C)C.F[P-](F)(F)(F)(F)F.CCN(C(C)C)C(C)C. The catalyst is C(Cl)Cl. The product is [CH3:47][C@H:45]1[O:44][C@@H:43]([CH3:48])[CH2:42][N:41]([CH2:40][CH2:39][NH:38][C:34]([CH:16]2[CH:15]([C:11]3[CH:12]=[CH:13][CH:14]=[C:9]([Cl:8])[C:10]=3[F:37])[C:19]([C:22]3[CH:23]=[CH:24][C:25]([Cl:28])=[CH:26][CH:27]=3)([C:20]#[N:21])[CH:18]([CH2:29][C:30]([CH3:31])([CH3:32])[CH3:33])[NH:17]2)=[O:36])[CH2:46]1. The yield is 0.940. (2) The reactants are [CH2:1]([N:5]1[CH:10]=[CH:9][C:8](C)=[C:7]([OH:12])[C:6]1=[S:13])[CH2:2][CH2:3][CH3:4].[H-].[Na+].Cl[C:17]1[O:18][C:19]2[CH:25]=[CH:24][CH:23]=[CH:22][C:20]=2[N:21]=1.CN([CH:29]=[O:30])C. No catalyst specified. The product is [O:18]1[C:19]2[CH:25]=[CH:24][CH:23]=[CH:22][C:20]=2[N:21]=[C:17]1[O:12][C:7]1[C:6](=[S:13])[N:5]([CH2:1][CH2:2][CH2:3][CH3:4])[CH:10]=[CH:9][C:8]=1[O:30][CH3:29]. The yield is 0.920. (3) The reactants are [C:1]([O:9][CH:10]1[CH2:15][CH2:14][CH:13]([OH:16])[CH2:12][CH2:11]1)(=[O:8])[C:2]1[CH:7]=[CH:6][CH:5]=[CH:4][CH:3]=1.C(OC=C)(=O)C. The catalyst is C(OC(C)C)(C)C. The product is [C:1]([O:9][C@H:10]1[CH2:15][CH2:14][C@@H:13]([OH:16])[CH2:12][CH2:11]1)(=[O:8])[C:2]1[CH:3]=[CH:4][CH:5]=[CH:6][CH:7]=1. The yield is 0.460. (4) The reactants are [CH2:1]([C:3]([C:21]1[CH:29]=[CH:28][C:24]([C:25](O)=[O:26])=[C:23]([CH3:30])[CH:22]=1)([C:6]1[CH:11]=[CH:10][C:9]([C:12]#[C:13][C:14]([CH2:18][CH3:19])([OH:17])[CH2:15][CH3:16])=[C:8]([CH3:20])[CH:7]=1)[CH2:4][CH3:5])[CH3:2].Cl.[CH3:32][O:33][C:34](=[O:39])[C:35]([NH2:38])([CH3:37])[CH3:36].O.ON1C2C=CC=CC=2N=N1.C(N(CC)CC)C. No catalyst specified. The product is [CH3:32][O:33][C:34](=[O:39])[C:35]([NH:38][C:25](=[O:26])[C:24]1[CH:28]=[CH:29][C:21]([C:3]([CH2:1][CH3:2])([C:6]2[CH:11]=[CH:10][C:9]([C:12]#[C:13][C:14]([CH2:18][CH3:19])([OH:17])[CH2:15][CH3:16])=[C:8]([CH3:20])[CH:7]=2)[CH2:4][CH3:5])=[CH:22][C:23]=1[CH3:30])([CH3:37])[CH3:36]. The yield is 0.770. (5) The catalyst is C(#N)C. The reactants are Br[CH2:2][CH2:3][CH2:4][CH3:5].C(=O)([O-])[O-].[K+].[K+].[CH2:12]([O:19][C:20]1[CH:25]=[CH:24][NH:23][C:22](=[O:26])[CH:21]=1)[C:13]1[CH:18]=[CH:17][CH:16]=[CH:15][CH:14]=1. The product is [CH2:12]([O:19][C:20]1[CH:25]=[CH:24][N:23]([CH2:2][CH2:3][CH2:4][CH3:5])[C:22](=[O:26])[CH:21]=1)[C:13]1[CH:14]=[CH:15][CH:16]=[CH:17][CH:18]=1. The yield is 0.980. (6) The reactants are [CH3:1][N:2]([CH3:16])[S:3]([C:6]1[CH:13]=[CH:12][C:9]([CH:10]=[O:11])=[CH:8][C:7]=1[O:14][CH3:15])(=[O:5])=[O:4].[BH4-].[Na+]. The yield is 0.920. The product is [CH3:1][N:2]([CH3:16])[S:3]([C:6]1[CH:13]=[CH:12][C:9]([CH2:10][OH:11])=[CH:8][C:7]=1[O:14][CH3:15])(=[O:4])=[O:5]. The catalyst is C1COCC1. (7) The yield is 0.780. The catalyst is C(Cl)Cl. The reactants are [NH2:1][CH:2]1[CH2:11][C:10]2[C:5](=[CH:6][CH:7]=[CH:8][CH:9]=2)[NH:4][C:3]1=[O:12].CCN(C(C)C)C(C)C.[C:22]([O:26][C:27](=[O:49])[NH:28][C@H:29]([CH2:41][C:42]1[CH:47]=[CH:46][CH:45]=[CH:44][C:43]=1[F:48])[CH2:30][C:31](ON1C(=O)CCC1=O)=[O:32])([CH3:25])([CH3:24])[CH3:23].O. The product is [C:22]([O:26][C:27](=[O:49])[NH:28][C@H:29]([CH2:41][C:42]1[CH:47]=[CH:46][CH:45]=[CH:44][C:43]=1[F:48])[CH2:30][C:31](=[O:32])[NH:1][CH:2]1[CH2:11][C:10]2[C:5](=[CH:6][CH:7]=[CH:8][CH:9]=2)[NH:4][C:3]1=[O:12])([CH3:25])([CH3:23])[CH3:24]. (8) The reactants are [F:1][C:2]1[CH:7]=[CH:6][C:5]([N:8]2[C:12]3([CH2:17][CH2:16][NH:15][CH2:14][CH2:13]3)[C:11](=[O:18])[N:10]([CH2:19][C:20]3[CH:21]=[C:22]([CH:30]=[CH:31][CH:32]=3)[C:23]([O:25][C:26]([CH3:29])([CH3:28])[CH3:27])=[O:24])[CH2:9]2)=[CH:4][CH:3]=1.[I-].[Na+].C(=O)(O)[O-].[K+].Cl[CH2:41][CH2:42][CH2:43][N:44]1[C:52]2[C:47](=[CH:48][CH:49]=[CH:50][CH:51]=2)[C:46]([F:54])([CH3:53])[C:45]1=[O:55]. The catalyst is CC(=O)CC. The product is [F:54][C:46]1([CH3:53])[C:47]2[C:52](=[CH:51][CH:50]=[CH:49][CH:48]=2)[N:44]([CH2:43][CH2:42][CH2:41][N:15]2[CH2:14][CH2:13][C:12]3([N:8]([C:5]4[CH:4]=[CH:3][C:2]([F:1])=[CH:7][CH:6]=4)[CH2:9][N:10]([CH2:19][C:20]4[CH:21]=[C:22]([CH:30]=[CH:31][CH:32]=4)[C:23]([O:25][C:26]([CH3:27])([CH3:28])[CH3:29])=[O:24])[C:11]3=[O:18])[CH2:17][CH2:16]2)[C:45]1=[O:55]. The yield is 0.910. (9) The reactants are B(Br)(Br)Br.C[O:6][C:7]1[CH:8]=[C:9]([CH:27]=[C:28]([C:31]([O:33][CH3:34])=[O:32])[C:29]=1[OH:30])[CH:10]=[C:11]1[S:15][C:14](=[O:16])[N:13]([CH2:17][C:18]2[CH:23]=[CH:22][C:21]([Cl:24])=[CH:20][C:19]=2[Cl:25])[C:12]1=[O:26].O. The catalyst is ClCCl. The product is [OH:6][C:7]1[CH:8]=[C:9]([CH:27]=[C:28]([C:31]([O:33][CH3:34])=[O:32])[C:29]=1[OH:30])[CH:10]=[C:11]1[S:15][C:14](=[O:16])[N:13]([CH2:17][C:18]2[CH:23]=[CH:22][C:21]([Cl:24])=[CH:20][C:19]=2[Cl:25])[C:12]1=[O:26]. The yield is 0.465.